Predict which catalyst facilitates the given reaction. From a dataset of Catalyst prediction with 721,799 reactions and 888 catalyst types from USPTO. (1) Reactant: Br[CH2:2][O:3][C:4]1[C:5]([O:10][CH3:11])=[CH:6][CH:7]=[CH:8][CH:9]=1.[NH2-].[Na+].[CH2:14]([O:16][C:17]([O:19][CH2:20][CH3:21])=[CH2:18])[CH3:15].O. Product: [CH2:14]([O:16][C:17]1([O:19][CH2:20][CH3:21])[C:9]2[C:8](=[CH:7][CH:6]=[C:5]([O:10][CH3:11])[C:4]=2[O:3][CH3:2])[CH2:18]1)[CH3:15]. The catalyst class is: 11. (2) Reactant: [F:1][C:2]([F:17])([F:16])[O:3][C:4]1[CH:5]=[C:6]2[C:10](=[CH:11][CH:12]=1)[NH:9][N:8]=[C:7]2[C:13]([OH:15])=O.Cl.Cl.[N:20]12[CH2:27][CH2:26][CH:23]([CH2:24][CH2:25]1)[CH:22]([CH2:28][NH2:29])[CH2:21]2.CN(C(ON1N=NC2C=CC=NC1=2)=[N+](C)C)C.F[P-](F)(F)(F)(F)F.C(N(CC)C(C)C)(C)C. The catalyst class is: 213. Product: [N:20]12[CH2:27][CH2:26][CH:23]([CH2:24][CH2:25]1)[CH:22]([CH2:28][NH:29][C:13]([C:7]1[C:6]3[C:10](=[CH:11][CH:12]=[C:4]([O:3][C:2]([F:1])([F:17])[F:16])[CH:5]=3)[NH:9][N:8]=1)=[O:15])[CH2:21]2. (3) Reactant: [Br:1][C:2]1[CH:10]=[CH:9][C:5]([C:6]([OH:8])=O)=[C:4]([N+:11]([O-:13])=[O:12])[CH:3]=1.CN(C(ON1N=NC2C=CC=NC1=2)=[N+](C)C)C.F[P-](F)(F)(F)(F)F.C[N:39]1[CH2:44][CH2:43][O:42][CH2:41][CH2:40]1.N1CCOCC1. Product: [Br:1][C:2]1[CH:10]=[CH:9][C:5]([C:6]([N:39]2[CH2:44][CH2:43][O:42][CH2:41][CH2:40]2)=[O:8])=[C:4]([N+:11]([O-:13])=[O:12])[CH:3]=1. The catalyst class is: 18. (4) Reactant: Cl[C:2]1[C:11]2=[N:12][N:13](CC3C=CC(OC)=CC=3)[CH:14]=[C:10]2[C:9]2[CH:8]=[C:7]([O:24][CH3:25])[CH:6]=[CH:5][C:4]=2[N:3]=1.[F:26][C:27]1[CH:28]=[C:29]([CH:31]=[CH:32][C:33]=1[CH3:34])[NH2:30].Cl. Product: [F:26][C:27]1[CH:28]=[C:29]([NH:30][C:2]2[C:11]3=[N:12][NH:13][CH:14]=[C:10]3[C:9]3[CH:8]=[C:7]([O:24][CH3:25])[CH:6]=[CH:5][C:4]=3[N:3]=2)[CH:31]=[CH:32][C:33]=1[CH3:34]. The catalyst class is: 71. (5) Reactant: [C:1]([C:4]1[C:22](=[O:23])[C@@:8]2([CH3:24])[C:9]3[C:15]([OH:16])=[CH:14][C:13]([O:17][CH3:18])=[C:12]([C:19]([NH2:21])=[O:20])[C:10]=3[O:11][C:7]2=[CH:6][C:5]=1[OH:25])(=[O:3])[CH3:2].[CH2:26]([O:31][C:32]1[C:41]2[C:36](=[CH:37][CH:38]=[CH:39][CH:40]=2)[C:35]([CH:42]=O)=[CH:34][CH:33]=1)[C:27]#[C:28][CH2:29][CH3:30].C([SiH](CC)CC)C.FC(F)(F)C(O)=O. Product: [C:1]([C:4]1[C:22](=[O:23])[C@@:8]2([CH3:24])[C:9]3[C:15]([OH:16])=[CH:14][C:13]([O:17][CH3:18])=[C:12]([C:19]([NH:21][CH2:42][C:35]4[C:36]5[C:41](=[CH:40][CH:39]=[CH:38][CH:37]=5)[C:32]([O:31][CH2:26][C:27]#[C:28][CH2:29][CH3:30])=[CH:33][CH:34]=4)=[O:20])[C:10]=3[O:11][C:7]2=[CH:6][C:5]=1[OH:25])(=[O:3])[CH3:2]. The catalyst class is: 10. (6) Reactant: C(Cl)(=O)C(Cl)=O.CS(C)=O.[C:11]([O:15][C:16]([NH:18][C:19]([CH2:38][OH:39])([CH2:25][CH2:26][CH2:27][CH2:28][B:29]1[O:33][C:32]([CH3:35])([CH3:34])[C:31]([CH3:37])([CH3:36])[O:30]1)[C:20]([O:22][CH2:23][CH3:24])=[O:21])=[O:17])([CH3:14])([CH3:13])[CH3:12].C(N(CC)CC)C. Product: [C:11]([O:15][C:16]([NH:18][C:19]([CH:38]=[O:39])([CH2:25][CH2:26][CH2:27][CH2:28][B:29]1[O:30][C:31]([CH3:37])([CH3:36])[C:32]([CH3:35])([CH3:34])[O:33]1)[C:20]([O:22][CH2:23][CH3:24])=[O:21])=[O:17])([CH3:14])([CH3:12])[CH3:13]. The catalyst class is: 4.